From a dataset of Full USPTO retrosynthesis dataset with 1.9M reactions from patents (1976-2016). Predict the reactants needed to synthesize the given product. (1) Given the product [O:11]1[CH2:12][CH2:13][N:8]([C:5]2[CH:4]=[C:3]([NH2:14])[C:2]([C:19]3[CH:20]=[N:15][CH:16]=[N:17][CH:18]=3)=[CH:7][N:6]=2)[CH2:9][CH2:10]1, predict the reactants needed to synthesize it. The reactants are: Br[C:2]1[C:3]([NH2:14])=[CH:4][C:5]([N:8]2[CH2:13][CH2:12][O:11][CH2:10][CH2:9]2)=[N:6][CH:7]=1.[N:15]1[CH:20]=[C:19](B(O)O)[CH:18]=[N:17][CH:16]=1.C1(P(C2CCCCC2)C2CCCCC2)CCCCC1.[O-]P([O-])([O-])=O.[K+].[K+].[K+]. (2) The reactants are: ClC(Cl)(O[C:5](=[O:11])OC(Cl)(Cl)Cl)Cl.C[C:14]1[C:15](=[O:22])[NH:16][C:17](=[O:21])[NH:18][C:19]=1[CH3:20].[CH2:23]([NH2:29])[CH2:24][CH2:25][CH2:26][CH2:27][CH3:28].O.N1C=CC=C[CH:32]=1. Given the product [CH2:23]([NH:29][C:17]([N:18]1[C:19]([CH3:20])([CH3:32])[CH2:14][C:15](=[O:22])[NH:16][C:5]1=[O:11])=[O:21])[CH2:24][CH2:25][CH2:26][CH2:27][CH3:28], predict the reactants needed to synthesize it. (3) The reactants are: [CH3:1][O:2][C:3](=[O:12])[CH2:4][C:5]1[CH:10]=[CH:9][CH:8]=[C:7]([OH:11])[CH:6]=1.C1(P(C2C=CC=CC=2)C2C=CC=CC=2)C=CC=CC=1.O[CH2:33][CH2:34][CH2:35][NH:36][C:37](=[O:43])[O:38][C:39]([CH3:42])([CH3:41])[CH3:40].CC(OC(/N=N/C(OC(C)C)=O)=O)C. Given the product [CH3:1][O:2][C:3](=[O:12])[CH2:4][C:5]1[CH:10]=[CH:9][CH:8]=[C:7]([O:11][CH2:33][CH2:34][CH2:35][NH:36][C:37]([O:38][C:39]([CH3:40])([CH3:42])[CH3:41])=[O:43])[CH:6]=1, predict the reactants needed to synthesize it.